Dataset: Forward reaction prediction with 1.9M reactions from USPTO patents (1976-2016). Task: Predict the product of the given reaction. (1) Given the reactants [Br:1][C:2]1[CH:3]=[CH:4][C:5]([O:8][CH2:9][CH2:10][CH2:11][OH:12])=[N:6][CH:7]=1.[H-].[Na+].[CH3:15][O:16][C:17]1[CH:24]=[CH:23][CH:22]=[CH:21][C:18]=1[CH2:19]Cl, predict the reaction product. The product is: [Br:1][C:2]1[CH:3]=[CH:4][C:5]([O:8][CH2:9][CH2:10][CH2:11][O:12][CH2:19][C:18]2[CH:21]=[CH:22][CH:23]=[CH:24][C:17]=2[O:16][CH3:15])=[N:6][CH:7]=1. (2) Given the reactants [Cl:1][C:2]1[CH:3]=[C:4]([CH:12]([CH2:16][CH:17]2[CH2:21][CH2:20][CH2:19][CH2:18]2)[C:13]([OH:15])=O)[CH:5]=[CH:6][C:7]=1[S:8]([CH3:11])(=[O:10])=[O:9].[CH2:22]([C@@H:29]1[CH2:33][O:32][C:31](=[O:34])[NH:30]1)[C:23]1[CH:28]=[CH:27][CH:26]=[CH:25][CH:24]=1.C(N(CC)CC)C.CC(C)(C)C(Cl)=O, predict the reaction product. The product is: [CH2:22]([C@@H:29]1[CH2:33][O:32][C:31](=[O:34])[N:30]1[C:13](=[O:15])[C@H:12]([C:4]1[CH:5]=[CH:6][C:7]([S:8]([CH3:11])(=[O:9])=[O:10])=[C:2]([Cl:1])[CH:3]=1)[CH2:16][CH:17]1[CH2:21][CH2:20][CH2:19][CH2:18]1)[C:23]1[CH:24]=[CH:25][CH:26]=[CH:27][CH:28]=1. (3) Given the reactants [C:1]([O:5][C:6]([N:8]1[CH2:13][CH2:12][N:11]([C:14]2[CH:19]=[CH:18][C:17]([C:20]3[C:21]([CH3:34])=[N:22][O:23][C:24]=3[NH:25][C@H:26]([C:31]([OH:33])=O)[CH2:27][CH:28]([CH3:30])[CH3:29])=[CH:16][CH:15]=2)[CH2:10][CH2:9]1)=[O:7])([CH3:4])([CH3:3])[CH3:2].C1CN([P+](O[N:52]2N=[N:59][C:54]3C=CC=C[C:53]2=3)(N2CCCC2)N2CCCC2)CC1.F[P-](F)(F)(F)(F)F.Cl.NCC#N.C(N(CC)CC)C.C([O-])(O)=O.[Na+], predict the reaction product. The product is: [C:53]([CH2:54][NH:59][C:31](=[O:33])[C@H:26]([CH2:27][CH:28]([CH3:29])[CH3:30])[NH:25][C:24]1[O:23][N:22]=[C:21]([CH3:34])[C:20]=1[C:17]1[CH:16]=[CH:15][C:14]([N:11]2[CH2:10][CH2:9][N:8]([C:6]([O:5][C:1]([CH3:2])([CH3:3])[CH3:4])=[O:7])[CH2:13][CH2:12]2)=[CH:19][CH:18]=1)#[N:52]. (4) Given the reactants Br[C:2]1[CH:7]=[CH:6][C:5]([S:8]([NH:11][CH2:12][CH:13]2[CH2:15][CH2:14]2)(=[O:10])=[O:9])=[C:4]([C:16]([F:19])([F:18])[F:17])[CH:3]=1.[NH2:20][C:21]1[CH:26]=[CH:25][CH:24]=[CH:23][CH:22]=1.C1C=CC(P(C2C(C3C(P(C4C=CC=CC=4)C4C=CC=CC=4)=CC=C4C=3C=CC=C4)=C3C(C=CC=C3)=CC=2)C2C=CC=CC=2)=CC=1.C(=O)([O-])[O-].[Cs+].[Cs+], predict the reaction product. The product is: [CH:13]1([CH2:12][NH:11][S:8]([C:5]2[CH:6]=[CH:7][C:2]([NH:20][C:21]3[CH:26]=[CH:25][CH:24]=[CH:23][CH:22]=3)=[CH:3][C:4]=2[C:16]([F:19])([F:18])[F:17])(=[O:10])=[O:9])[CH2:15][CH2:14]1. (5) Given the reactants C(OC(=O)[NH:7][CH2:8][CH2:9][CH2:10][N:11]([CH2:16][C:17]1[CH:22]=[CH:21][CH:20]=[C:19]([C:23]2[CH:28]=[CH:27][N:26]=[C:25](Cl)[N:24]=2)[CH:18]=1)[S:12]([CH3:15])(=[O:14])=[O:13])(C)(C)C.[NH2:31][CH2:32][CH2:33][C:34]1[CH:39]=[C:38]([O:40][CH3:41])[C:37]([OH:42])=[C:36]([O:43][CH3:44])[CH:35]=1, predict the reaction product. The product is: [NH2:7][CH2:8][CH2:9][CH2:10][N:11]([CH2:16][C:17]1[CH:22]=[CH:21][CH:20]=[C:19]([C:23]2[CH:28]=[CH:27][N:26]=[C:25]([NH:31][CH2:32][CH2:33][C:34]3[CH:35]=[C:36]([O:43][CH3:44])[C:37]([OH:42])=[C:38]([O:40][CH3:41])[CH:39]=3)[N:24]=2)[CH:18]=1)[S:12]([CH3:15])(=[O:13])=[O:14]. (6) Given the reactants [OH:1][C:2]1[C:11]2[C:6](=[CH:7][CH:8]=[CH:9][CH:10]=2)[C:5]([CH:12]=[O:13])=[CH:4][CH:3]=1.[F:14][C:15]1[CH:16]=[C:17]([CH:20]=[CH:21][C:22]=1F)[C:18]#[N:19], predict the reaction product. The product is: [F:14][C:15]1[CH:16]=[C:17]([CH:20]=[CH:21][C:22]=1[O:1][C:2]1[C:11]2[C:6](=[CH:7][CH:8]=[CH:9][CH:10]=2)[C:5]([CH:12]=[O:13])=[CH:4][CH:3]=1)[C:18]#[N:19]. (7) Given the reactants [N+:1]([C:4]1[CH:5]=[C:6]2[C:11](=[CH:12][CH:13]=1)[N:10]=[C:9]([N:14]1[CH2:19][CH2:18][CH2:17][CH2:16][CH2:15]1)[CH:8]=[CH:7]2)([O-])=O, predict the reaction product. The product is: [N:14]1([C:9]2[CH:8]=[CH:7][C:6]3[C:11](=[CH:12][CH:13]=[C:4]([NH2:1])[CH:5]=3)[N:10]=2)[CH2:15][CH2:16][CH2:17][CH2:18][CH2:19]1. (8) Given the reactants [Cl:1][C:2]1[CH:29]=[CH:28][CH:27]=[C:26]([CH:30]2[CH2:35][CH2:34][CH2:33][CH2:32][CH2:31]2)[C:3]=1[C:4]([N:6]1[C:14]2[C:9](=[N:10][CH:11]=[CH:12][CH:13]=2)[C:8]([C:15]2[CH:24]=[CH:23][C:18]([C:19]([O:21]C)=[O:20])=[CH:17][C:16]=2[F:25])=[N:7]1)=[O:5].O.[OH-].[Li+].Cl, predict the reaction product. The product is: [Cl:1][C:2]1[CH:29]=[CH:28][CH:27]=[C:26]([CH:30]2[CH2:35][CH2:34][CH2:33][CH2:32][CH2:31]2)[C:3]=1[C:4]([N:6]1[C:14]2[C:9](=[N:10][CH:11]=[CH:12][CH:13]=2)[C:8]([C:15]2[CH:24]=[CH:23][C:18]([C:19]([OH:21])=[O:20])=[CH:17][C:16]=2[F:25])=[N:7]1)=[O:5].